This data is from Full USPTO retrosynthesis dataset with 1.9M reactions from patents (1976-2016). The task is: Predict the reactants needed to synthesize the given product. (1) Given the product [Cl:19][C:5]1[C:6]([C:8]2[CH:9]=[C:10]([NH:14][C:15](=[O:18])[CH:16]=[CH2:17])[CH:11]=[CH:12][CH:13]=2)=[N:7][C:2]([NH:30][C:29]2[CH:28]=[CH:27][C:26]([N:23]3[CH2:24][CH2:25][O:20][CH2:21][CH2:22]3)=[CH:32][CH:31]=2)=[N:3][CH:4]=1, predict the reactants needed to synthesize it. The reactants are: Cl[C:2]1[N:7]=[C:6]([C:8]2[CH:9]=[C:10]([NH:14][C:15](=[O:18])[CH:16]=[CH2:17])[CH:11]=[CH:12][CH:13]=2)[C:5]([Cl:19])=[CH:4][N:3]=1.[O:20]1[CH2:25][CH2:24][N:23]([C:26]2[CH:32]=[CH:31][C:29]([NH2:30])=[CH:28][CH:27]=2)[CH2:22][CH2:21]1.C([O-])([O-])=O.[Cs+].[Cs+].C1(P(C2C=CC=CC=2)C2C3OC4C(=CC=CC=4P(C4C=CC=CC=4)C4C=CC=CC=4)C(C)(C)C=3C=CC=2)C=CC=CC=1. (2) Given the product [F:3][C:4]1[CH:9]=[CH:8][C:7]([C:10]2[N:14]=[C:13](/[CH:15]=[CH:16]/[C:17]3[CH:22]=[CH:21][C:20]([N:23]4[CH:27]=[C:26]([CH3:28])[N:25]=[CH:24]4)=[C:19]([O:29][CH3:30])[CH:18]=3)[N:12]3[CH2:35][CH2:34][O:33][C:31](=[O:32])[C:11]=23)=[CH:6][CH:5]=1, predict the reactants needed to synthesize it. The reactants are: [H-].[Na+].[F:3][C:4]1[CH:9]=[CH:8][C:7]([C:10]2[NH:14][C:13](/[CH:15]=[CH:16]/[C:17]3[CH:22]=[CH:21][C:20]([N:23]4[CH:27]=[C:26]([CH3:28])[N:25]=[CH:24]4)=[C:19]([O:29][CH3:30])[CH:18]=3)=[N:12][C:11]=2[C:31]([O:33][CH2:34][CH2:35]Br)=[O:32])=[CH:6][CH:5]=1.C(OCC)(=O)C.O.C(=O)(O)[O-].[Na+]. (3) The reactants are: [CH:1]1([CH2:5][NH:6][C:7]([C:9]2[C:10]([C:16]([F:19])([F:18])[F:17])=[N:11][C:12](Cl)=[N:13][CH:14]=2)=[O:8])[CH2:4][CH2:3][CH2:2]1.[CH3:20][C:21]1[CH:27]=[C:26]([Cl:28])[CH:25]=[CH:24][C:22]=1[NH2:23]. Given the product [CH:1]1([CH2:5][NH:6][C:7]([C:9]2[C:10]([C:16]([F:19])([F:18])[F:17])=[N:11][C:12]([NH:23][C:22]3[CH:24]=[CH:25][C:26]([Cl:28])=[CH:27][C:21]=3[CH3:20])=[N:13][CH:14]=2)=[O:8])[CH2:4][CH2:3][CH2:2]1, predict the reactants needed to synthesize it. (4) Given the product [C:11]([NH:15][C:2]1[C:7]([N+:8]([O-:10])=[O:9])=[CH:6][CH:5]=[CH:4][N:3]=1)([CH3:14])([CH3:13])[CH3:12], predict the reactants needed to synthesize it. The reactants are: Cl[C:2]1[C:7]([N+:8]([O-:10])=[O:9])=[CH:6][CH:5]=[CH:4][N:3]=1.[C:11]([NH2:15])([CH3:14])([CH3:13])[CH3:12].Cl. (5) Given the product [F:1][C:2]1[CH:3]=[C:4]([N:8]2[CH2:12][C@H:11]([CH2:13][N:14]3[CH:18]=[C:17]([CH3:19])[N:16]=[N:15]3)[O:10][C:9]2=[O:20])[CH:5]=[CH:6][C:7]=1[I:21], predict the reactants needed to synthesize it. The reactants are: [F:1][C:2]1[CH:3]=[C:4]([N:8]2[CH2:12][C@H:11]([CH2:13][N:14]3[CH:18]=[C:17]([CH3:19])[N:16]=[N:15]3)[O:10][C:9]2=[O:20])[CH:5]=[CH:6][CH:7]=1.[I:21]I.